Predict the reaction yield, written as a fraction of the theoretical maximum amount of product (1.0 means a 100% yield; for example, 0.34 means a 34% yield). From a dataset of Reaction yield outcomes from USPTO patents with 853,638 reactions. (1) The yield is 0.250. The reactants are CC1C=CC(S(O[CH2:12][CH2:13][CH:14]([NH:20][C:21]([O:23][C:24]([CH3:27])([CH3:26])[CH3:25])=[O:22])[C:15]2[CH:19]=[CH:18][S:17][CH:16]=2)(=O)=O)=CC=1.[C-]#[N:29].[Na+].[Na+].[Cl-]. The catalyst is CS(C)=O. The product is [C:12]([CH2:13][CH:14]([NH:20][C:21](=[O:22])[O:23][C:24]([CH3:27])([CH3:26])[CH3:25])[C:15]1[CH:19]=[CH:18][S:17][CH:16]=1)#[N:29]. (2) The reactants are [OH:1][C@@H:2]([C:4]1[CH:13]=[CH:12][C:7]([C:8]([O:10][CH3:11])=[O:9])=[CH:6][CH:5]=1)[CH3:3].[C:14]1(O)[CH:19]=[CH:18][CH:17]=[CH:16][CH:15]=1.C1(P(C2C=CC=CC=2)C2C=CC=CC=2)C=CC=CC=1.N(/C(OC(C)C)=O)=N\C(OC(C)C)=O. The catalyst is O1CCCC1. The product is [O:1]([C@H:2]([C:4]1[CH:13]=[CH:12][C:7]([C:8]([O:10][CH3:11])=[O:9])=[CH:6][CH:5]=1)[CH3:3])[C:14]1[CH:19]=[CH:18][CH:17]=[CH:16][CH:15]=1. The yield is 0.800. (3) The reactants are C1(N2CCN3C(CC4(C5C=CC=CC=5)CCCC4)=NC(=O)C(O)=C3C2=O)CC1.C([O:36][C:37]1[C:42](=[O:43])[N:41]=[C:40]([CH2:44][C:45]2([C:50]3[CH:55]=[CH:54][CH:53]=[CH:52][CH:51]=3)[CH2:49][CH2:48][CH2:47][CH2:46]2)[N:39]2[CH2:56][CH2:57][N:58]([CH:61]3[CH2:66][CH2:65][O:64][CH2:63][CH2:62]3)[C:59](=[O:60])[C:38]=12)C1C=CC=CC=1. The product is [OH:36][C:37]1[C:42](=[O:43])[N:41]=[C:40]([CH2:44][C:45]2([C:50]3[CH:55]=[CH:54][CH:53]=[CH:52][CH:51]=3)[CH2:49][CH2:48][CH2:47][CH2:46]2)[N:39]2[CH2:56][CH2:57][N:58]([CH:61]3[CH2:66][CH2:65][O:64][CH2:63][CH2:62]3)[C:59](=[O:60])[C:38]=12. The yield is 0.910. No catalyst specified. (4) The reactants are [Cl:1][C:2]1[CH:3]=[C:4]([O:12][CH3:13])[C:5]([O:10][CH3:11])=[C:6]([CH:9]=1)[CH:7]=[O:8].[CH3:14][Mg]Br.CCOCC.[Cl-].[NH4+]. The catalyst is CC(OC)(C)C. The product is [Cl:1][C:2]1[CH:3]=[C:4]([O:12][CH3:13])[C:5]([O:10][CH3:11])=[C:6]([CH:7]([OH:8])[CH3:14])[CH:9]=1. The yield is 0.960. (5) The reactants are [CH3:1][C:2]1[CH:7]=[CH:6][C:5]([CH3:8])=[CH:4][C:3]=1[NH:9][C:10]1[N:15]2[N:16]=[CH:17][C:18]([C:19]([O:21][CH2:22][CH3:23])=[O:20])=[C:14]2[N:13]=[CH:12][C:11]=1[C:24](O)=[O:25].Cl.[F:28][C:29]1[CH:30]=[C:31]([CH:36]2[CH2:41][CH2:40][NH:39][CH2:38][CH2:37]2)[CH:32]=[CH:33][C:34]=1[F:35]. No catalyst specified. The product is [F:28][C:29]1[CH:30]=[C:31]([CH:36]2[CH2:41][CH2:40][N:39]([C:24]([C:11]3[CH:12]=[N:13][C:14]4[N:15]([N:16]=[CH:17][C:18]=4[C:19]([O:21][CH2:22][CH3:23])=[O:20])[C:10]=3[NH:9][C:3]3[CH:4]=[C:5]([CH3:8])[CH:6]=[CH:7][C:2]=3[CH3:1])=[O:25])[CH2:38][CH2:37]2)[CH:32]=[CH:33][C:34]=1[F:35]. The yield is 0.700. (6) The reactants are S(=O)(O)[O-].[Na+].[NH2:6][C:7]1[C:16]([NH2:17])=[CH:15][CH:14]=[C:13]([O:18][CH3:19])[C:8]=1[C:9]([O:11][CH3:12])=[O:10].[CH:20](=O)[C:21]1[CH:26]=[CH:25][CH:24]=[CH:23][CH:22]=1. The catalyst is C(O)C. The product is [CH3:19][O:18][C:13]1[CH:14]=[CH:15][C:16]2[NH:17][C:20]([C:21]3[CH:26]=[CH:25][CH:24]=[CH:23][CH:22]=3)=[N:6][C:7]=2[C:8]=1[C:9]([O:11][CH3:12])=[O:10]. The yield is 0.380.